Dataset: Reaction yield outcomes from USPTO patents with 853,638 reactions. Task: Predict the reaction yield, written as a fraction of the theoretical maximum amount of product (1.0 means a 100% yield; for example, 0.34 means a 34% yield). (1) The reactants are [O:1]=[C:2]1[CH2:7][CH2:6][N:5]([C:8]([O:10][CH2:11][C:12]2[CH:17]=[CH:16][CH:15]=[CH:14][CH:13]=2)=[O:9])[CH2:4][CH2:3]1.[BH4-].[Na+].[Cl-].[NH4+]. The catalyst is CCO. The product is [OH:1][CH:2]1[CH2:3][CH2:4][N:5]([C:8]([O:10][CH2:11][C:12]2[CH:17]=[CH:16][CH:15]=[CH:14][CH:13]=2)=[O:9])[CH2:6][CH2:7]1. The yield is 1.00. (2) The reactants are [C:1](=[O:34])(OC1C=CC([N+]([O-])=O)=CC=1)[O:2][C@H:3]1[C:17](=[O:18])[N:16]([CH2:19][C:20]([F:23])([F:22])[F:21])[CH2:15][C:6]2[C:7]3[CH:8]=[N:9][NH:10][C:11]=3[C:12]([Cl:14])=[CH:13][C:5]=2[CH2:4]1.CN(C=O)C.C(N(CC)CC)C.[NH:47]1[CH2:52][CH2:51][CH:50]([N:53]2[C:61]3[C:56](=[N:57][CH:58]=[CH:59][CH:60]=3)[NH:55][C:54]2=[O:62])[CH2:49][CH2:48]1. No catalyst specified. The product is [O:62]=[C:54]1[NH:55][C:56]2=[N:57][CH:58]=[CH:59][CH:60]=[C:61]2[N:53]1[CH:50]1[CH2:51][CH2:52][N:47]([C:1]([O:2][C@H:3]2[C:17](=[O:18])[N:16]([CH2:19][C:20]([F:23])([F:21])[F:22])[CH2:15][C:6]3[C:7]4[CH:8]=[N:9][NH:10][C:11]=4[C:12]([Cl:14])=[CH:13][C:5]=3[CH2:4]2)=[O:34])[CH2:48][CH2:49]1. The yield is 0.800.